This data is from Forward reaction prediction with 1.9M reactions from USPTO patents (1976-2016). The task is: Predict the product of the given reaction. (1) Given the reactants [Br:1][C:2]1[CH:7]=[CH:6][C:5]([NH:8][C:9](=O)[CH2:10][O:11][C:12]2[CH:17]=[CH:16][C:15]([OH:18])=[CH:14][CH:13]=2)=[CH:4][CH:3]=1.[H-].[H-].[H-].[H-].[Li+].[Al+3], predict the reaction product. The product is: [Br:1][C:2]1[CH:3]=[CH:4][C:5]([NH:8][CH2:9][CH2:10][O:11][C:12]2[CH:13]=[CH:14][C:15]([OH:18])=[CH:16][CH:17]=2)=[CH:6][CH:7]=1. (2) Given the reactants [CH3:1][O:2][C:3](=[O:47])[C:4]1[C:9]([OH:10])=[CH:8][CH:7]=[CH:6][C:5]=1[O:11][CH2:12][CH2:13][CH2:14][CH2:15][NH:16][C:17](=[O:46])/[C:18](/[NH:42][C:43](=[O:45])[CH3:44])=[CH:19]\[C:20]1[CH:25]=[CH:24][C:23]([N:26]2[CH2:30][C:29](=[O:31])[NH:28][S:27]2(=[O:33])=[O:32])=[C:22]([O:34]CC2C=CC=CC=2)[CH:21]=1, predict the reaction product. The product is: [CH3:1][O:2][C:3](=[O:47])[C:4]1[C:9]([OH:10])=[CH:8][CH:7]=[CH:6][C:5]=1[O:11][CH2:12][CH2:13][CH2:14][CH2:15][NH:16][C:17](=[O:46])[CH:18]([NH:42][C:43](=[O:45])[CH3:44])[CH2:19][C:20]1[CH:25]=[CH:24][C:23]([N:26]2[CH2:30][C:29](=[O:31])[NH:28][S:27]2(=[O:32])=[O:33])=[C:22]([OH:34])[CH:21]=1. (3) Given the reactants FC(F)(F)C(O)=O.[Br:8][C:9]1[CH:25]=[CH:24][C:12]([CH2:13][C:14]2[C:19]([O:20]COC)=[CH:18][CH:17]=[CH:16][N:15]=2)=[C:11]([F:26])[CH:10]=1.C(=O)([O-])O.[Na+].C(OCC)(=O)C, predict the reaction product. The product is: [Br:8][C:9]1[CH:25]=[CH:24][C:12]([CH2:13][C:14]2[C:19]([OH:20])=[CH:18][CH:17]=[CH:16][N:15]=2)=[C:11]([F:26])[CH:10]=1. (4) Given the reactants [F:1][C:2]([F:16])([CH:8]([OH:15])[C:9]1[CH:14]=[CH:13][CH:12]=[CH:11][CH:10]=1)[C:3]([O:5][CH2:6][CH3:7])=[O:4].[C:17]12([C:27](Cl)=[O:28])[CH2:26][CH:21]3[CH2:22][CH:23]([CH2:25][CH:19]([CH2:20]3)[CH2:18]1)[CH2:24]2.C(N(CC)CC)C, predict the reaction product. The product is: [C:17]12([C:27]([O:15][CH:8]([C:9]3[CH:14]=[CH:13][CH:12]=[CH:11][CH:10]=3)[C:2]([C:3]([O:5][CH2:6][CH3:7])=[O:4])([F:16])[F:1])=[O:28])[CH2:24][CH:23]3[CH2:22][CH:21]([CH2:20][CH:19]([CH2:25]3)[CH2:18]1)[CH2:26]2. (5) Given the reactants P([O-])([O-])([O-])=O.[K+].[K+].[K+].C1(P(C2C=CC=CC=2)C2C=CC=CC=2)C=CC=CC=1.[Cl:28][C:29]1[N:34]=[C:33]([NH2:35])[CH:32]=[CH:31][C:30]=1I.[CH3:37][O:38][C:39]1[CH:44]=[CH:43][CH:42]=[CH:41][C:40]=1B(O)O, predict the reaction product. The product is: [Cl:28][C:29]1[N:34]=[C:33]([NH2:35])[C:32]([C:40]2[CH:41]=[CH:42][CH:43]=[CH:44][C:39]=2[O:38][CH3:37])=[CH:31][CH:30]=1. (6) Given the reactants [C:1]([CH:4]([CH2:32][CH2:33][C:34]([F:37])([CH3:36])[CH3:35])[CH2:5][CH:6]([O:28]C(=O)C)[CH:7]([NH:15][C:16]([C:18]1[CH:27]=[N:26][C:25]2[C:20](=[CH:21][CH:22]=[CH:23][CH:24]=2)[N:19]=1)=[O:17])[CH2:8][C:9]1[CH:14]=[CH:13][CH:12]=[CH:11][CH:10]=1)(=[NH:3])[NH2:2].C(=O)([O-])[O-].[K+].[K+], predict the reaction product. The product is: [CH2:8]([CH:7]([NH:15][C:16]([C:18]1[CH:27]=[N:26][C:25]2[C:20](=[CH:21][CH:22]=[CH:23][CH:24]=2)[N:19]=1)=[O:17])[CH:6]([OH:28])[CH2:5][CH:4]([C:1](=[NH:2])[NH2:3])[CH2:32][CH2:33][C:34]([F:37])([CH3:36])[CH3:35])[C:9]1[CH:14]=[CH:13][CH:12]=[CH:11][CH:10]=1.